Predict the reactants needed to synthesize the given product. From a dataset of Full USPTO retrosynthesis dataset with 1.9M reactions from patents (1976-2016). The reactants are: C(S(C1C=CC(CNC(C2C=C3C(=CC=2)C(C(C)C)NC3)=O)=NC=1)(=O)=O)C.[CH2:28]([S:30]([C:33]1[CH:61]=[CH:60][C:36]([CH2:37][NH:38][C:39]([C:41]2[CH:42]=[C:43]3[C:47](=[CH:48][CH:49]=2)[CH:46]([CH:50]([CH3:52])[CH3:51])[N:45](C(OC(C)(C)C)=O)[CH2:44]3)=[O:40])=[CH:35][CH:34]=1)(=[O:32])=[O:31])[CH3:29]. Given the product [CH2:28]([S:30]([C:33]1[CH:61]=[CH:60][C:36]([CH2:37][NH:38][C:39]([C:41]2[CH:42]=[C:43]3[C:47](=[CH:48][CH:49]=2)[CH:46]([CH:50]([CH3:51])[CH3:52])[NH:45][CH2:44]3)=[O:40])=[CH:35][CH:34]=1)(=[O:31])=[O:32])[CH3:29], predict the reactants needed to synthesize it.